From a dataset of Reaction yield outcomes from USPTO patents with 853,638 reactions. Predict the reaction yield, written as a fraction of the theoretical maximum amount of product (1.0 means a 100% yield; for example, 0.34 means a 34% yield). (1) The reactants are [H-].[Na+].[NH:3]1[C:11]2[CH:10]=[CH:9][CH:8]=[C:7]([C:12]([O:14][CH3:15])=[O:13])[C:6]=2[CH:5]=[CH:4]1.I[CH3:17]. The catalyst is CN(C=O)C. The product is [CH3:17][N:3]1[C:11]2[CH:10]=[CH:9][CH:8]=[C:7]([C:12]([O:14][CH3:15])=[O:13])[C:6]=2[CH:5]=[CH:4]1. The yield is 0.900. (2) The reactants are [Cl:1][C:2]1[C:3]([C:21]2[C:26]([CH3:27])=[CH:25][C:24]([CH3:28])=[CH:23][N:22]=2)=[CH:4][C:5]([N:8]2[CH2:19][CH2:18][C:11]3[N:12]=[C:13]([S:16][CH3:17])[N:14]=[CH:15][C:10]=3[C:9]2=[O:20])=[N:6][CH:7]=1.[CH3:29][Mg]Cl. The catalyst is O1CCCC1. The product is [Cl:1][C:2]1[C:3]([C:21]2[C:26]([CH3:27])=[CH:25][C:24]([CH3:28])=[CH:23][N:22]=2)=[CH:4][C:5]([NH:8][CH2:19][CH2:18][C:11]2[C:10]([C:9](=[O:20])[CH3:29])=[CH:15][N:14]=[C:13]([S:16][CH3:17])[N:12]=2)=[N:6][CH:7]=1. The yield is 0.960. (3) The reactants are [CH3:1][O:2][C:3]1[C:8]([O:9][CH3:10])=[CH:7][CH:6]=[CH:5][C:4]=1[OH:11].[Cl:12][C:13]1[C:18]([Cl:19])=[CH:17][C:16]([N+:20]([O-:22])=[O:21])=[C:15](F)[CH:14]=1.[Cl:24][C:25]1[C:31]([Cl:32])=[CH:30][C:28]([NH2:29])=[C:27]([O:33][C:34]2[CH:39]=[CH:38][CH:37]=[C:36]([O:40][CH3:41])[C:35]=2[O:42][CH3:43])[CH:26]=1.[NH2:44][C:45]1[S:46][CH:47]=[CH:48][N:49]=1. The product is [Cl:12][C:13]1[C:18]([Cl:19])=[CH:17][C:16]([N+:20]([O-:22])=[O:21])=[C:15]([O:11][C:4]2[CH:5]=[CH:6][CH:7]=[C:8]([O:9][CH3:10])[C:3]=2[O:2][CH3:1])[CH:14]=1.[Cl:24][C:25]1[C:31]([Cl:32])=[CH:30][C:28]([NH:29][C:4]([NH:44][C:45]2[S:46][CH:47]=[CH:48][N:49]=2)=[O:11])=[C:27]([O:33][C:34]2[CH:39]=[CH:38][CH:37]=[C:36]([O:40][CH3:41])[C:35]=2[O:42][CH3:43])[CH:26]=1. The yield is 0.650. No catalyst specified. (4) The reactants are [C:1]([C:3]1[CH:4]=[CH:5][C:6]2[N:10]=[C:9]([CH2:11][CH3:12])[N:8]([C:13]3[CH:18]=[CH:17][C:16]([CH2:19][CH2:20][NH:21][C:22]([NH:24][S:25]([C:28]4[CH:33]=[CH:32][C:31]([CH3:34])=[CH:30][CH:29]=4)(=[O:27])=[O:26])=[O:23])=[CH:15][CH:14]=3)[C:7]=2[CH:35]=1)#[N:2].[OH-:36].[K+]. The catalyst is CC(O)(C)C. The product is [CH2:11]([C:9]1[N:8]([C:13]2[CH:18]=[CH:17][C:16]([CH2:19][CH2:20][NH:21][C:22]([NH:24][S:25]([C:28]3[CH:33]=[CH:32][C:31]([CH3:34])=[CH:30][CH:29]=3)(=[O:27])=[O:26])=[O:23])=[CH:15][CH:14]=2)[C:7]2[CH:35]=[C:3]([C:1]([NH2:2])=[O:36])[CH:4]=[CH:5][C:6]=2[N:10]=1)[CH3:12]. The yield is 0.630. (5) The yield is 1.00. No catalyst specified. The reactants are [CH2:1]([O:3][C:4]([C:6]1[CH:7]=[N:8][C:9]2[C:14]([C:15]=1Cl)=[CH:13][CH:12]=[CH:11][C:10]=2[O:17][CH3:18])=[O:5])[CH3:2].[CH2:19]([CH:21]([NH2:24])[CH2:22][CH3:23])[CH3:20]. The product is [CH2:1]([O:3][C:4]([C:6]1[CH:7]=[N:8][C:9]2[C:14]([C:15]=1[NH:24][CH:21]([CH2:22][CH3:23])[CH2:19][CH3:20])=[CH:13][CH:12]=[CH:11][C:10]=2[O:17][CH3:18])=[O:5])[CH3:2].